Dataset: Catalyst prediction with 721,799 reactions and 888 catalyst types from USPTO. Task: Predict which catalyst facilitates the given reaction. (1) Reactant: [H-].[Na+].[Cl:3][C:4]1[NH:5][C:6]2[C:11]([CH:12]=1)=[CH:10][CH:9]=[CH:8][CH:7]=2.Cl[CH2:14][N:15]1[CH2:19][CH:18]([CH2:20][CH2:21][CH3:22])[CH2:17][C:16]1=[O:23].O. Product: [Cl:3][C:4]1[N:5]([CH2:14][N:15]2[CH2:19][CH:18]([CH2:20][CH2:21][CH3:22])[CH2:17][C:16]2=[O:23])[C:6]2[C:11]([CH:12]=1)=[CH:10][CH:9]=[CH:8][CH:7]=2. The catalyst class is: 3. (2) Reactant: C[Si](Cl)(C)C.Br[CH2:7][C:8]([O:10][CH2:11][CH3:12])=[O:9].[CH3:13][O:14][CH2:15][C:16]1[CH:23]=[C:22]([O:24]C2CCCCO2)[CH:21]=[C:20]([B:31]2[O:35][C:34](C)(C)C(C)(C)[O:32]2)[C:17]=1C=O.Cl. Product: [CH2:11]([O:10][C:8](=[O:9])[CH2:7][CH:34]1[O:35][B:31]([OH:32])[C:20]2[CH:21]=[C:22]([OH:24])[CH:23]=[C:16]([CH2:15][O:14][CH3:13])[C:17]1=2)[CH3:12]. The catalyst class is: 324. (3) Reactant: [BrH:1].[F:2][C:3]1[CH:8]=[CH:7][C:6]([C@@H:9]([N:11]2[CH2:16][CH2:15][CH2:14]/[C:13](=[CH:17]\[C:18]3[CH:23]=[CH:22][C:21]([N:24]4[CH:28]=[C:27]([CH3:29])[N:26]=[CH:25]4)=[C:20]([O:30][CH3:31])[CH:19]=3)/[C:12]2=[O:32])[CH3:10])=[CH:5][CH:4]=1. Product: [OH2:30].[BrH:1].[BrH:1].[F:2][C:3]1[CH:8]=[CH:7][C:6]([C@@H:9]([N:11]2[CH2:16][CH2:15][CH2:14]/[C:13](=[CH:17]\[C:18]3[CH:23]=[CH:22][C:21]([N:24]4[CH:28]=[C:27]([CH3:29])[N:26]=[CH:25]4)=[C:20]([O:30][CH3:31])[CH:19]=3)/[C:12]2=[O:32])[CH3:10])=[CH:5][CH:4]=1. The catalyst class is: 13. (4) Reactant: [Cl:1][C:2]1[C:11]([CH:12]([C:14]2[N:18]3[N:19]=[C:20]([C:23]4[CH:24]=[N:25][N:26]([CH:28]5[CH2:33][CH2:32][NH:31][CH2:30][CH2:29]5)[CH:27]=4)[CH:21]=[CH:22][C:17]3=[N:16][CH:15]=2)[CH3:13])=[CH:10][CH:9]=[C:8]2[C:3]=1[CH:4]=[CH:5][CH:6]=[N:7]2.C=O.[C:36]([BH3-])#N.[Na+].C(O)(=O)C. Product: [Cl:1][C:2]1[C:11]([CH:12]([C:14]2[N:18]3[N:19]=[C:20]([C:23]4[CH:24]=[N:25][N:26]([CH:28]5[CH2:29][CH2:30][N:31]([CH3:36])[CH2:32][CH2:33]5)[CH:27]=4)[CH:21]=[CH:22][C:17]3=[N:16][CH:15]=2)[CH3:13])=[CH:10][CH:9]=[C:8]2[C:3]=1[CH:4]=[CH:5][CH:6]=[N:7]2. The catalyst class is: 5. (5) Reactant: O.[OH-].[Li+].[CH:4]1([CH:7]([CH:27]2[CH2:29][CH2:28]2)[C:8]#[C:9][C:10]2[CH:19]=[CH:18][C:13]([C:14]([O:16]C)=[O:15])=[CH:12][C:11]=2[O:20][CH2:21][CH2:22][C:23]([F:26])([F:25])[F:24])[CH2:6][CH2:5]1.C(OCC)(=O)C.Cl. Product: [CH:4]1([CH:7]([CH:27]2[CH2:29][CH2:28]2)[C:8]#[C:9][C:10]2[CH:19]=[CH:18][C:13]([C:14]([OH:16])=[O:15])=[CH:12][C:11]=2[O:20][CH2:21][CH2:22][C:23]([F:24])([F:25])[F:26])[CH2:6][CH2:5]1. The catalyst class is: 132. (6) Reactant: Cl.[NH:2]1[CH2:7][CH:6]=[C:5]([CH2:8][C:9]2[S:10][CH:11]=[CH:12][N:13]=2)[CH2:4][CH2:3]1.C(N(CC)CC)C.[C:21](Cl)(=[O:24])[CH:22]=[CH2:23]. The catalyst class is: 34. Product: [S:10]1[CH:11]=[CH:12][N:13]=[C:9]1[CH2:8][C:5]1[CH2:4][CH2:3][N:2]([C:21](=[O:24])[CH:22]=[CH2:23])[CH2:7][CH:6]=1. (7) Reactant: [NH2:1][C@@H:2]1[CH2:17][C:16]2=[CH:18][CH:19]=[C:13]([CH:14]=[CH:15]2)[O:12][CH2:11][CH2:10][CH2:9][CH2:8][O:7][CH2:6][C@H:5]([CH:20]([CH3:22])[CH3:21])[NH:4][C:3]1=[O:23].C(N(CC)C(C)C)(C)C.[C:33](N1C=CN=C1)(N1C=CN=C1)=[O:34].[C:45]([O:49][C:50](=[O:68])[C:51]([NH2:67])([CH3:66])[CH2:52][C@@H:53]1[CH2:57][CH2:56][C@@H:55]([NH:58][C:59]([O:61][C:62]([CH3:65])([CH3:64])[CH3:63])=[O:60])[CH2:54]1)([CH3:48])([CH3:47])[CH3:46]. Product: [C:45]([O:49][C:50](=[O:68])[C:51]([NH:67][C:33]([NH:1][C@@H:2]1[CH2:17][C:16]2=[CH:15][CH:14]=[C:13]([CH:19]=[CH:18]2)[O:12][CH2:11][CH2:10][CH2:9][CH2:8][O:7][CH2:6][C@H:5]([CH:20]([CH3:21])[CH3:22])[NH:4][C:3]1=[O:23])=[O:34])([CH3:66])[CH2:52][C@@H:53]1[CH2:57][CH2:56][C@@H:55]([NH:58][C:59]([O:61][C:62]([CH3:65])([CH3:64])[CH3:63])=[O:60])[CH2:54]1)([CH3:47])([CH3:46])[CH3:48]. The catalyst class is: 3. (8) Reactant: [CH2:1]([N:8]1[CH2:13][CH2:12][C:11]([CH2:14][CH2:15][CH2:16][OH:17])=[CH:10][CH2:9]1)[C:2]1[CH:7]=[CH:6][CH:5]=[CH:4][CH:3]=1.[H][H]. Product: [CH2:1]([N:8]1[CH2:13][CH2:12][CH:11]([CH2:14][CH2:15][CH2:16][OH:17])[CH2:10][CH2:9]1)[C:2]1[CH:7]=[CH:6][CH:5]=[CH:4][CH:3]=1. The catalyst class is: 458.